This data is from Catalyst prediction with 721,799 reactions and 888 catalyst types from USPTO. The task is: Predict which catalyst facilitates the given reaction. (1) The catalyst class is: 72. Product: [C:22]1([C:13]2[C:12]3[C:17](=[CH:18][C:9]([S:8][CH2:7][CH2:6][CH2:5][C:4]([OH:28])=[O:3])=[CH:10][CH:11]=3)[N:16]3[CH:19]=[N:20][N:21]=[C:15]3[CH:14]=2)[CH:23]=[CH:24][CH:25]=[CH:26][CH:27]=1. Reactant: C([O:3][C:4](=[O:28])[CH2:5][CH2:6][CH2:7][S:8][C:9]1[CH:18]=[C:17]2[C:12]([C:13]([C:22]3[CH:27]=[CH:26][CH:25]=[CH:24][CH:23]=3)=[CH:14][C:15]3[N:16]2[CH:19]=[N:20][N:21]=3)=[CH:11][CH:10]=1)C.[Li+].[OH-].C1COCC1.Cl. (2) Reactant: [Cl:1][C:2]1[CH:3]=[C:4]2[C:9](=[CH:10][C:11]=1[O:12][CH3:13])[O:8][CH:7]([C:14]([F:17])([F:16])[F:15])[C:6]([C:18]([O:20]CC)=[O:19])=[CH:5]2.CO.O.O[Li].O. Product: [Cl:1][C:2]1[CH:3]=[C:4]2[C:9](=[CH:10][C:11]=1[O:12][CH3:13])[O:8][CH:7]([C:14]([F:17])([F:15])[F:16])[C:6]([C:18]([OH:20])=[O:19])=[CH:5]2. The catalyst class is: 1. (3) Reactant: [F:1][C:2]1[C:3]([CH2:17][N:18]2C(=O)C3C(=CC=CC=3)C2=O)=[CH:4][C:5]([CH:8]2[CH2:11][CH:10]([O:12][C:13]([F:16])([F:15])[F:14])[CH2:9]2)=[N:6][CH:7]=1.O.NN. Product: [F:1][C:2]1[C:3]([CH2:17][NH2:18])=[CH:4][C:5]([CH:8]2[CH2:11][CH:10]([O:12][C:13]([F:14])([F:15])[F:16])[CH2:9]2)=[N:6][CH:7]=1. The catalyst class is: 5.